This data is from Reaction yield outcomes from USPTO patents with 853,638 reactions. The task is: Predict the reaction yield, written as a fraction of the theoretical maximum amount of product (1.0 means a 100% yield; for example, 0.34 means a 34% yield). The reactants are [Cl:1][C:2]1[C:3]([O:12][C:13]2[CH:18]=[C:17]([O:19][CH:20]([CH2:25][O:26][CH2:27][CH3:28])[CH2:21][O:22][CH2:23][CH3:24])[CH:16]=[CH:15][C:14]=2/[CH:29]=[CH:30]/[C:31]([OH:33])=O)=[N:4][CH:5]=[C:6]([C:8]([F:11])([F:10])[F:9])[CH:7]=1.Cl.C(N=C=NCCCN(C)C)C.[CH2:46]([S:51]([NH2:54])(=[O:53])=[O:52])[CH2:47][CH2:48][CH2:49][CH3:50].Cl. The catalyst is C(#N)C.CN(C)C1C=CN=CC=1.C(OCC)(=O)C. The product is [Cl:1][C:2]1[C:3]([O:12][C:13]2[CH:18]=[C:17]([O:19][CH:20]([CH2:21][O:22][CH2:23][CH3:24])[CH2:25][O:26][CH2:27][CH3:28])[CH:16]=[CH:15][C:14]=2/[CH:29]=[CH:30]/[C:31]([NH:54][S:51]([CH2:46][CH2:47][CH2:48][CH2:49][CH3:50])(=[O:53])=[O:52])=[O:33])=[N:4][CH:5]=[C:6]([C:8]([F:11])([F:10])[F:9])[CH:7]=1. The yield is 0.380.